This data is from Full USPTO retrosynthesis dataset with 1.9M reactions from patents (1976-2016). The task is: Predict the reactants needed to synthesize the given product. (1) Given the product [CH2:1]([C:3]1[C:4]([CH:13]=[O:14])=[C:5]2[C:9](=[C:10]([CH3:12])[CH:11]=1)[N:8]([C:20]([O:19][C:16]([CH3:18])([CH3:17])[CH3:15])=[O:21])[CH:7]=[CH:6]2)[CH3:2], predict the reactants needed to synthesize it. The reactants are: [CH2:1]([C:3]1[CH:11]=[C:10]([CH3:12])[C:9]2[NH:8][CH:7]=[CH:6][C:5]=2[C:4]=1[CH:13]=[O:14])[CH3:2].[CH3:15][C:16]([O:19][C:20](O[C:20]([O:19][C:16]([CH3:18])([CH3:17])[CH3:15])=[O:21])=[O:21])([CH3:18])[CH3:17].CCN(CC)CC. (2) Given the product [I:20][CH2:28][C:29]1[C:30]([C:34]([O:36][C:37]([CH3:40])([CH3:39])[CH3:38])=[O:35])=[CH:31][S:32][CH:33]=1, predict the reactants needed to synthesize it. The reactants are: C1C=CC(P(C2C=CC=CC=2)C2C=CC=CC=2)=CC=1.[I:20]I.N1C=CN=C1.O[CH2:28][C:29]1[C:30]([C:34]([O:36][C:37]([CH3:40])([CH3:39])[CH3:38])=[O:35])=[CH:31][S:32][CH:33]=1.